Dataset: Full USPTO retrosynthesis dataset with 1.9M reactions from patents (1976-2016). Task: Predict the reactants needed to synthesize the given product. (1) Given the product [Cl:1][C:2]1[CH:3]=[C:4]([CH:10]([CH3:14])[C:11]([NH:29][CH2:28][C:27]2[C:22]([N:19]3[CH2:20][CH2:21][CH:16]([CH3:15])[CH2:17][CH2:18]3)=[N:23][C:24]([C:30]([F:33])([F:31])[F:32])=[CH:25][CH:26]=2)=[O:13])[CH:5]=[CH:6][C:7]=1[C:8]#[N:9], predict the reactants needed to synthesize it. The reactants are: [Cl:1][C:2]1[CH:3]=[C:4]([CH:10]([CH3:14])[C:11]([OH:13])=O)[CH:5]=[CH:6][C:7]=1[C:8]#[N:9].[CH3:15][CH:16]1[CH2:21][CH2:20][N:19]([C:22]2[C:27]([CH2:28][NH2:29])=[CH:26][CH:25]=[C:24]([C:30]([F:33])([F:32])[F:31])[N:23]=2)[CH2:18][CH2:17]1.C(N=C=NCCCN(C)C)C.ON1C2C=CC=CC=2N=N1.C(N(CC)CC)C. (2) The reactants are: [C:1]([O:5][C:6](=[O:28])[NH:7][C@@H:8]1[CH2:13][CH2:12][CH2:11][N:10]([C:14]2[S:15][C:16]([NH:21][C:22]3[CH:27]=[CH:26][CH:25]=[CH:24][N:23]=3)=[C:17]([C:19]#[N:20])[N:18]=2)[CH2:9]1)([CH3:4])([CH3:3])[CH3:2].[O:29]1CCCC1.O. Given the product [C:1]([O:5][C:6](=[O:28])[NH:7][C@@H:8]1[CH2:13][CH2:12][CH2:11][N:10]([C:14]2[S:15][C:16]([NH:21][C:22]3[CH:27]=[CH:26][CH:25]=[CH:24][N:23]=3)=[C:17]([C:19](=[O:29])[NH2:20])[N:18]=2)[CH2:9]1)([CH3:4])([CH3:2])[CH3:3], predict the reactants needed to synthesize it. (3) Given the product [CH2:29]([NH:36][C:18]([C:17]1[N:8]([CH2:1][C:2]2[CH:7]=[CH:6][CH:5]=[CH:4][CH:3]=2)[C:9](=[O:28])[C:10]2[C:15]([C:16]=1[C:21]1[CH:26]=[CH:25][CH:24]=[CH:23][CH:22]=1)=[CH:14][C:13]([Br:27])=[CH:12][CH:11]=2)=[O:19])[C:30]1[CH:35]=[CH:34][CH:33]=[CH:32][CH:31]=1, predict the reactants needed to synthesize it. The reactants are: [CH2:1]([N:8]1[C:17]([C:18](O)=[O:19])=[C:16]([C:21]2[CH:26]=[CH:25][CH:24]=[CH:23][CH:22]=2)[C:15]2[C:10](=[CH:11][CH:12]=[C:13]([Br:27])[CH:14]=2)[C:9]1=[O:28])[C:2]1[CH:7]=[CH:6][CH:5]=[CH:4][CH:3]=1.[CH2:29]([NH2:36])[C:30]1[CH:35]=[CH:34][CH:33]=[CH:32][CH:31]=1. (4) Given the product [CH:17]1([C:20]([N:1]2[CH2:5][CH2:4][C@@H:3]([CH2:6][OH:7])[CH2:2]2)=[O:21])[CH2:19][CH2:18]1, predict the reactants needed to synthesize it. The reactants are: [NH:1]1[CH2:5][CH2:4][C@@H:3]([CH2:6][OH:7])[CH2:2]1.CCN(C(C)C)C(C)C.[CH:17]1([C:20](Cl)=[O:21])[CH2:19][CH2:18]1.